Dataset: Forward reaction prediction with 1.9M reactions from USPTO patents (1976-2016). Task: Predict the product of the given reaction. (1) Given the reactants [Cl:1][C:2]1[CH:3]=[CH:4][C:5]([O:15][CH2:16][CH:17]([CH3:19])[CH3:18])=[C:6]([C:8]([F:14])([F:13])[C:9](OC)=[O:10])[CH:7]=1.[NH3:20], predict the reaction product. The product is: [Cl:1][C:2]1[CH:3]=[CH:4][C:5]([O:15][CH2:16][CH:17]([CH3:19])[CH3:18])=[C:6]([C:8]([F:14])([F:13])[C:9]([NH2:20])=[O:10])[CH:7]=1. (2) Given the reactants [NH:1]1[C:5]2=[N:6][CH:7]=[CH:8][CH:9]=[C:4]2[C:3]([C:10]2[CH2:15][CH2:14][N:13]([C:16]([O:18][C:19]([CH3:22])([CH3:21])[CH3:20])=[O:17])[CH2:12][CH:11]=2)=[CH:2]1.C([O-])=O.[NH4+], predict the reaction product. The product is: [NH:1]1[C:5]2=[N:6][CH:7]=[CH:8][CH:9]=[C:4]2[C:3]([CH:10]2[CH2:15][CH2:14][N:13]([C:16]([O:18][C:19]([CH3:22])([CH3:21])[CH3:20])=[O:17])[CH2:12][CH2:11]2)=[CH:2]1. (3) Given the reactants [CH3:1][C:2]1[NH:3][C:4]2[CH:10]=[CH:9][CH:8]=[CH:7][C:5]=2[N:6]=1.Cl[C:12]1[N:20]=[C:19]2[C:15]([N:16]=[C:17]([CH2:22][N:23]3[CH2:28][CH2:27][CH:26]([C:29]4([OH:34])[CH2:33][CH2:32][CH2:31][CH2:30]4)[CH2:25][CH2:24]3)[N:18]2[CH3:21])=[C:14]([N:35]2[CH2:40][CH2:39][O:38][CH2:37][CH2:36]2)[N:13]=1, predict the reaction product. The product is: [CH3:21][N:18]1[C:17]([CH2:22][N:23]2[CH2:28][CH2:27][CH:26]([C:29]3([OH:34])[CH2:30][CH2:31][CH2:32][CH2:33]3)[CH2:25][CH2:24]2)=[N:16][C:15]2[C:19]1=[N:20][C:12]([N:3]1[C:4]3[CH:10]=[CH:9][CH:8]=[CH:7][C:5]=3[N:6]=[C:2]1[CH3:1])=[N:13][C:14]=2[N:35]1[CH2:36][CH2:37][O:38][CH2:39][CH2:40]1. (4) Given the reactants [CH3:1][O:2][C:3]1[CH:27]=[CH:26][CH:25]=[C:24]([O:28][CH3:29])[C:4]=1[C:5]([NH:7][C@H:8]1[CH2:12][CH2:11][CH2:10][C@H:9]1[NH:13][C:14]1C=N[C:21]2[C:16](=[CH:17][CH:18]=[CH:19][CH:20]=2)[N:15]=1)=[O:6].Cl.N[C@@H]1CCC[C@@H]1NC(=O)C1C(OC)=CC=CC=1OC.ClC1[S:52]C2C=CC=CC=2N=1, predict the reaction product. The product is: [S:52]1[C:21]2[CH:20]=[CH:19][CH:18]=[CH:17][C:16]=2[N:15]=[C:14]1[NH:13][C@@H:9]1[CH2:10][CH2:11][CH2:12][C@@H:8]1[NH:7][C:5](=[O:6])[C:4]1[C:3]([O:2][CH3:1])=[CH:27][CH:26]=[CH:25][C:24]=1[O:28][CH3:29]. (5) Given the reactants Cl[C:2]1[CH:22]=[CH:21][C:5]([C:6]([NH:8][CH2:9][C:10]2[CH:15]=[CH:14][CH:13]=[C:12]([NH:16][S:17]([CH3:20])(=[O:19])=[O:18])[CH:11]=2)=[O:7])=[CH:4][N:3]=1.[CH3:23][C:24]1[CH:37]=[CH:36][C:27]([C:28]([NH:30][C:31]2[S:32][CH:33]=[CH:34][N:35]=2)=[O:29])=[CH:26][C:25]=1B1OC(C)(C)C(C)(C)O1, predict the reaction product. The product is: [CH3:20][S:17]([NH:16][C:12]1[CH:11]=[C:10]([CH:15]=[CH:14][CH:13]=1)[CH2:9][NH:8][C:6](=[O:7])[C:5]1[CH:21]=[CH:22][C:2]([C:25]2[CH:26]=[C:27]([C:28](=[O:29])[NH:30][C:31]3[S:32][CH:33]=[CH:34][N:35]=3)[CH:36]=[CH:37][C:24]=2[CH3:23])=[N:3][CH:4]=1)(=[O:19])=[O:18]. (6) Given the reactants [CH3:1][O:2][C:3]1[CH:4]=[C:5]2[C:9](=[CH:10][CH:11]=1)[NH:8][C:7]([CH3:12])=[CH:6]2.[H-].[Na+].Br.Br[CH2:17][C:18]1[CH:23]=[CH:22][CH:21]=[CH:20][N:19]=1, predict the reaction product. The product is: [CH3:1][O:2][C:3]1[CH:4]=[C:5]2[C:9](=[CH:10][CH:11]=1)[N:8]([CH2:17][C:18]1[CH:23]=[CH:22][CH:21]=[CH:20][N:19]=1)[C:7]([CH3:12])=[CH:6]2. (7) Given the reactants [Br:1][C:2]1[N:3]=[C:4]([NH:15][CH2:16][CH:17]2[CH2:22][CH2:21][O:20][CH2:19][CH2:18]2)[C:5]([NH:8][CH2:9][C:10](OCC)=[O:11])=[N:6][CH:7]=1, predict the reaction product. The product is: [Br:1][C:2]1[N:3]=[C:4]2[N:15]([CH2:16][CH:17]3[CH2:22][CH2:21][O:20][CH2:19][CH2:18]3)[C:10](=[O:11])[CH2:9][NH:8][C:5]2=[N:6][CH:7]=1. (8) Given the reactants [CH3:1][N:2]([C:4]([N:6]=[C:7]([NH2:9])[NH2:8])=[NH:5])[CH3:3].Cl.[C:11]([OH:14])(=[O:13])[CH3:12].[OH-].[Na+], predict the reaction product. The product is: [CH3:1][N:2]([C:4]([NH:6][C:7]([NH2:9])=[NH:8])=[NH:5])[CH3:3].[C:11]([O-:14])(=[O:13])[CH3:12].